Regression. Given a peptide amino acid sequence and an MHC pseudo amino acid sequence, predict their binding affinity value. This is MHC class I binding data. From a dataset of Peptide-MHC class I binding affinity with 185,985 pairs from IEDB/IMGT. The peptide sequence is VQYMDDIL. The MHC is Mamu-A07 with pseudo-sequence Mamu-A07. The binding affinity (normalized) is 0.325.